The task is: Regression. Given a peptide amino acid sequence and an MHC pseudo amino acid sequence, predict their binding affinity value. This is MHC class II binding data.. This data is from Peptide-MHC class II binding affinity with 134,281 pairs from IEDB. (1) The peptide sequence is IAPAVQTNWQKLETFWAKHM. The MHC is HLA-DPA10201-DPB10501 with pseudo-sequence HLA-DPA10201-DPB10501. The binding affinity (normalized) is 0.658. (2) The peptide sequence is IGCAMLHWSLILPGI. The MHC is DRB3_0101 with pseudo-sequence DRB3_0101. The binding affinity (normalized) is 0. (3) The peptide sequence is KNIPQPVRALLEGFL. The MHC is HLA-DPA10301-DPB10402 with pseudo-sequence HLA-DPA10301-DPB10402. The binding affinity (normalized) is 0.251. (4) The peptide sequence is DVINDFVSSYARGET. The MHC is HLA-DQA10301-DQB10302 with pseudo-sequence HLA-DQA10301-DQB10302. The binding affinity (normalized) is 0.435. (5) The peptide sequence is GPATPAAPAAGYTPA. The MHC is DRB1_0901 with pseudo-sequence DRB1_0901. The binding affinity (normalized) is 0.363. (6) The peptide sequence is MEKNVTVTHAQDILEKT. The MHC is DRB4_0101 with pseudo-sequence DRB4_0103. The binding affinity (normalized) is 0.0960.